This data is from NCI-60 drug combinations with 297,098 pairs across 59 cell lines. The task is: Regression. Given two drug SMILES strings and cell line genomic features, predict the synergy score measuring deviation from expected non-interaction effect. Drug 1: C(=O)(N)NO. Drug 2: COC1=NC(=NC2=C1N=CN2C3C(C(C(O3)CO)O)O)N. Cell line: SNB-19. Synergy scores: CSS=1.32, Synergy_ZIP=-1.00, Synergy_Bliss=1.03, Synergy_Loewe=-6.36, Synergy_HSA=-2.69.